Task: Predict the product of the given reaction.. Dataset: Forward reaction prediction with 1.9M reactions from USPTO patents (1976-2016) (1) Given the reactants [Cl:1][C:2]1[CH:3]=[C:4]([OH:12])[C:5](=[CH:10][CH:11]=1)[C:6]([O:8][CH3:9])=[O:7].S(=O)(=O)(O)O.[N+:18]([O-])([OH:20])=[O:19], predict the reaction product. The product is: [Cl:1][C:2]1[C:3]([N+:18]([O-:20])=[O:19])=[C:4]([OH:12])[C:5](=[CH:10][CH:11]=1)[C:6]([O:8][CH3:9])=[O:7]. (2) Given the reactants [C:1]([C:4](=[CH:16][CH:17]([CH3:19])[CH3:18])[C:5]([NH:7][CH2:8][CH2:9][C:10]1[CH:15]=[CH:14][CH:13]=[CH:12][CH:11]=1)=[O:6])(=O)[CH3:2].[S:20]1[CH:24]=[CH:23][CH:22]=[C:21]1[C:25]([NH2:27])=O, predict the reaction product. The product is: [CH3:2][C:1]1[N:27]=[C:25]([C:21]2[S:20][CH:24]=[CH:23][CH:22]=2)[N:7]([CH2:8][CH2:9][C:10]2[CH:15]=[CH:14][CH:13]=[CH:12][CH:11]=2)[C:5](=[O:6])[C:4]=1[CH2:16][C:17]([CH3:19])=[CH2:18]. (3) Given the reactants [NH2:1][CH2:2][C:3]1[C:4]([F:23])=[C:5]([O:10][C:11]2[CH:12]=[C:13]([CH:16]=[C:17]([C:19]([F:22])([F:21])[F:20])[CH:18]=2)[C:14]#[N:15])[C:6]([Cl:9])=[CH:7][CH:8]=1.[Br:24][C:25]1[N:26]=[C:27]([CH3:33])[NH:28][C:29]=1[C:30]([OH:32])=[O:31].CN(C(ON1N=NC2C=CC=NC1=2)=[N+](C)C)C.F[P-](F)(F)(F)(F)F.C(N(C(C)C)CC)(C)C.CN([CH:70]=[O:71])C, predict the reaction product. The product is: [F:20][C:19]([F:22])([F:21])[C:70]([OH:71])=[O:31].[Br:24][C:25]1[N:26]=[C:27]([CH3:33])[NH:28][C:29]=1[C:30]([NH:1][CH2:2][C:3]1[CH:8]=[CH:7][C:6]([Cl:9])=[C:5]([O:10][C:11]2[CH:18]=[C:17]([C:19]([F:20])([F:21])[F:22])[CH:16]=[C:13]([C:14]#[N:15])[CH:12]=2)[C:4]=1[F:23])=[O:32]. (4) Given the reactants [C:1]([O:5][C:6](=[O:30])[C@@H:7]([NH:12][C:13](=[O:29])[C:14]1[CH:19]=[CH:18][C:17]([NH:20][CH:21]([CH2:24][CH3:25])[CH2:22][CH3:23])=[C:16]([N+:26]([O-])=O)[CH:15]=1)[CH2:8][CH:9]([CH3:11])[CH3:10])([CH3:4])([CH3:3])[CH3:2], predict the reaction product. The product is: [C:1]([O:5][C:6](=[O:30])[C@@H:7]([NH:12][C:13](=[O:29])[C:14]1[CH:19]=[CH:18][C:17]([NH:20][CH:21]([CH2:24][CH3:25])[CH2:22][CH3:23])=[C:16]([NH2:26])[CH:15]=1)[CH2:8][CH:9]([CH3:10])[CH3:11])([CH3:2])([CH3:3])[CH3:4]. (5) The product is: [Cl:26][C:27]1[C:32]([C:2]2[CH:3]=[C:4]([CH2:16][N:17]([CH3:25])[C:18](=[O:24])[O:19][C:20]([CH3:23])([CH3:22])[CH3:21])[S:5][C:6]=2[S:7]([C:10]2[CH:15]=[CH:14][CH:13]=[CH:12][CH:11]=2)(=[O:9])=[O:8])=[CH:31][CH:30]=[CH:29][N:28]=1. Given the reactants Br[C:2]1[CH:3]=[C:4]([CH2:16][N:17]([CH3:25])[C:18](=[O:24])[O:19][C:20]([CH3:23])([CH3:22])[CH3:21])[S:5][C:6]=1[S:7]([C:10]1[CH:15]=[CH:14][CH:13]=[CH:12][CH:11]=1)(=[O:9])=[O:8].[Cl:26][C:27]1[C:32](B(O)O)=[CH:31][CH:30]=[CH:29][N:28]=1.C(=O)([O-])[O-].[Na+].[Na+].COCCOC, predict the reaction product. (6) Given the reactants [NH2:1][C:2]1[N:7]=[C:6]([C:8]([OH:10])=[O:9])[CH:5]=[CH:4][CH:3]=1.S(=O)(=O)(O)O.[CH3:16]O, predict the reaction product. The product is: [NH2:1][C:2]1[N:7]=[C:6]([C:8]([O:10][CH3:16])=[O:9])[CH:5]=[CH:4][CH:3]=1. (7) Given the reactants [Br:1][C:2]1[C:10]([CH2:11][CH3:12])=[C:9]2[C:5]([C:6]3[CH2:16][CH2:15][O:14][C:13]([CH2:19][C:20](O)=[O:21])([CH2:17][CH3:18])[C:7]=3[NH:8]2)=[CH:4][CH:3]=1, predict the reaction product. The product is: [Br:1][C:2]1[C:10]([CH2:11][CH3:12])=[C:9]2[C:5]([C:6]3[CH2:16][CH2:15][O:14][C:13]([CH2:19][CH2:20][OH:21])([CH2:17][CH3:18])[C:7]=3[NH:8]2)=[CH:4][CH:3]=1.